This data is from Full USPTO retrosynthesis dataset with 1.9M reactions from patents (1976-2016). The task is: Predict the reactants needed to synthesize the given product. (1) Given the product [C:1](=[O:12])([S:9][CH2:10][CH3:11])[O:2][O:3][CH:4]([O:19][C:13](=[O:18])[C:14]([CH3:17])([CH3:16])[CH3:15])[CH:5]([CH3:7])[CH3:6], predict the reactants needed to synthesize it. The reactants are: [C:1](=[O:12])([S:9][CH2:10][CH3:11])[O:2][O:3][CH:4](Cl)[CH:5]([CH3:7])[CH3:6].[C:13]([OH:19])(=[O:18])[C:14]([CH3:17])([CH3:16])[CH3:15].C(N(CC)C(C)C)(C)C.O. (2) Given the product [CH2:63]([C:62]([C:65]1[CH:70]=[CH:69][C:68]([C:8]2[CH:9]=[CH:10][C:5]([CH2:4][C:3]([O:2][CH3:1])=[O:13])=[C:6]([F:12])[CH:7]=2)=[C:67]([CH3:80])[CH:66]=1)([C:59]1[CH:60]=[CH:61][C:56](/[CH:55]=[CH:54]/[C:53]([CH2:51][CH3:52])([OH:86])[CH2:84][CH3:85])=[C:57]([CH3:83])[CH:58]=1)[CH2:81][CH3:82])[CH3:64], predict the reactants needed to synthesize it. The reactants are: [CH3:1][O:2][C:3](=[O:13])[CH2:4][C:5]1[CH:10]=[CH:9][C:8](Cl)=[CH:7][C:6]=1[F:12].C1(P(C2CCCCC2)C2C=CC=CC=2C2C(OC)=CC=CC=2OC)CCCCC1.P([O-])([O-])([O-])=O.[K+].[K+].[K+].[CH2:51]([C:53]([OH:86])([CH2:84][CH3:85])/[CH:54]=[CH:55]/[C:56]1[CH:61]=[CH:60][C:59]([C:62]([CH2:81][CH3:82])([C:65]2[CH:70]=[CH:69][C:68](B3OC(C)(C)C(C)(C)O3)=[C:67]([CH3:80])[CH:66]=2)[CH2:63][CH3:64])=[CH:58][C:57]=1[CH3:83])[CH3:52].C(=O)(O)[O-].[Na+]. (3) Given the product [F:19][C:14]1[CH:13]=[C:12]([CH2:11][C@H:10]([NH:20][C:21](=[O:31])[C:22]2[CH:27]=[C:26]([CH3:103])[CH:25]=[C:24]([C:28]([N:29]3[CH2:82][CH2:81][CH2:80][C@@H:79]3[CH2:83][O:84][CH3:85])=[O:30])[CH:23]=2)[C@H:9]([OH:8])[C@H:32]2[CH2:36][C@@H:35]([O:37][CH2:38][CH2:39][CH3:40])[CH2:34][NH:33]2)[CH:17]=[C:16]([F:18])[CH:15]=1, predict the reactants needed to synthesize it. The reactants are: [Si]([O:8][C@H:9]([C@H:32]1[CH2:36][C@@H:35]([O:37][CH2:38][CH2:39][CH3:40])[CH2:34][N:33]1C(OC(C)(C)C)=O)[C@@H:10]([NH:20][C:21](=[O:31])[C:22]1[CH:27]=[CH:26][CH:25]=[C:24]([C:28](=[O:30])[NH2:29])[CH:23]=1)[CH2:11][C:12]1[CH:17]=[C:16]([F:18])[CH:15]=[C:14]([F:19])[CH:13]=1)(C(C)(C)C)(C)C.[Si](O[C@H]([C@H]1C[C@@H](OCCC)CN1C(OC(C)(C)C)=O)[C@@H](NC(=O)C1C=C(C)C=C(C(N2[CH2:82][CH2:81][CH2:80][C@@H:79]2[CH2:83][O:84][CH3:85])=O)C=1)CC1C=C(F)C=C(F)C=1)(C(C)(C)C)(C)C.[C:103](OC(N1C[C@H](OCCC)C[C@@H]1[C@@H](O[Si](C(C)(C)C)(C)C)[C@@H](NC(C1C=C(C=C(C)C=1)C(O)=O)=O)CC1C=C(F)C=C(F)C=1)=O)(C)(C)C.CCN(C(C)C)C(C)C.CN(C(ON1N=NC2C=CC=NC1=2)=[N+](C)C)C.F[P-](F)(F)(F)(F)F.COC[C@H]1CCCN1. (4) Given the product [OH:1][C:2]1([CH3:14])[CH2:3][CH:4]([CH2:6][C:7]([O:9][C:10]([CH3:13])([CH3:12])[CH3:11])=[O:8])[CH2:5]1, predict the reactants needed to synthesize it. The reactants are: [O:1]=[C:2]1[CH2:5][CH:4]([CH2:6][C:7]([O:9][C:10]([CH3:13])([CH3:12])[CH3:11])=[O:8])[CH2:3]1.[CH3:14][Mg+].[Br-]. (5) Given the product [CH2:52]([N:47]([CH2:48][CH2:49][CH2:50][CH3:51])[C:46]([C:3]1[C:2]([Cl:1])=[C:6]([CH3:7])[N:5]([C:8]2[CH:29]=[CH:28][C:27]([C:30](=[O:45])[NH:31][S:32]([C:35]3[CH:44]=[CH:43][C:42]4[C:37](=[CH:38][CH:39]=[CH:40][CH:41]=4)[CH:36]=3)(=[O:33])=[O:34])=[CH:26][C:9]=2[C:10]([N:103]2[CH2:102][C:101]([CH3:111])([CH3:100])[C:110]3[C:105](=[CH:106][CH:107]=[CH:108][CH:109]=3)[CH2:104]2)=[O:11])[N:4]=1)=[O:56])[CH2:53][CH2:54][CH3:55], predict the reactants needed to synthesize it. The reactants are: [Cl:1][C:2]1[C:3]([C:46](=[O:56])[N:47]([CH2:52][CH2:53][CH2:54][CH3:55])[CH2:48][CH2:49][CH2:50][CH3:51])=[N:4][N:5]([C:8]2[CH:29]=[CH:28][C:27]([C:30](=[O:45])[NH:31][S:32]([C:35]3[CH:44]=[CH:43][C:42]4[C:37](=[CH:38][CH:39]=[CH:40][CH:41]=4)[CH:36]=3)(=[O:34])=[O:33])=[CH:26][C:9]=2[C:10](N2[C@@H](C(OC)=O)CC3C(=CC=CC=3)C2)=[O:11])[C:6]=1[CH3:7].ClC1C(C(=O)N(CCCC)CCCC)=NN(C2C=CC(C(=O)NS(C3C=CC4C(=CC=CC=4)C=3)(=O)=O)=CC=2C(O)=O)C=1C.[CH3:100][C:101]1([CH3:111])[C:110]2[C:105](=[CH:106][CH:107]=[CH:108][CH:109]=2)[CH2:104][NH:103][CH2:102]1. (6) Given the product [Br:12][C:9]1[CH:8]=[CH:7][C:6]([OH:11])=[C:5]([C:1]([CH3:4])([CH3:2])[CH3:3])[CH:10]=1, predict the reactants needed to synthesize it. The reactants are: [C:1]([C:5]1[CH:10]=[CH:9][CH:8]=[CH:7][C:6]=1[OH:11])([CH3:4])([CH3:3])[CH3:2].[Br-:12].[Br-].[Br-].C([N+](CCCC)(CCCC)CCCC)CCC.C([N+](CCCC)(CCCC)CCCC)CCC.C([N+](CCCC)(CCCC)CCCC)CCC.